Task: Predict which catalyst facilitates the given reaction.. Dataset: Catalyst prediction with 721,799 reactions and 888 catalyst types from USPTO (1) Reactant: [CH:1]([C:4]1[N:8]2[CH:9]=[C:10]([S:13][C:14]3[CH:21]=[CH:20][CH:19]=[CH:18][C:15]=3[CH2:16][NH2:17])[CH:11]=[CH:12][C:7]2=[N:6][N:5]=1)([CH3:3])[CH3:2].N1C=CC=CC=1.Cl[C:29]([O:31][C:32]1[CH:37]=[CH:36][CH:35]=[CH:34][CH:33]=1)=[O:30]. Product: [C:32]1([O:31][C:29](=[O:30])[NH:17][CH2:16][C:15]2[CH:18]=[CH:19][CH:20]=[CH:21][C:14]=2[S:13][C:10]2[CH:11]=[CH:12][C:7]3[N:8]([C:4]([CH:1]([CH3:3])[CH3:2])=[N:5][N:6]=3)[CH:9]=2)[CH:37]=[CH:36][CH:35]=[CH:34][CH:33]=1. The catalyst class is: 4. (2) Reactant: [Si:1]([O:8][CH2:9][C:10]([CH3:31])([CH3:30])[CH2:11][N:12]1[C:16]2[CH:17]=[CH:18][C:19](B3OC(C)(C)C(C)(C)O3)=[CH:20][C:15]=2[N:14]=[CH:13]1)([C:4]([CH3:7])([CH3:6])[CH3:5])([CH3:3])[CH3:2].Cl[C:33]1[N:38]=[C:37]([N:39]([C:47]2[CH:52]=[C:51]([C:53]#[N:54])[CH:50]=[CH:49][N:48]=2)[C:40](=[O:46])[O:41][C:42]([CH3:45])([CH3:44])[CH3:43])[CH:36]=[C:35]([CH:55]2[CH2:57][CH2:56]2)[CH:34]=1.P([O-])([O-])([O-])=O.[K+].[K+].[K+].O1CCOCC1. Product: [Si:1]([O:8][CH2:9][C:10]([CH3:31])([CH3:30])[CH2:11][N:12]1[C:16]2[CH:17]=[CH:18][C:19]([C:33]3[N:38]=[C:37]([N:39]([C:47]4[CH:52]=[C:51]([C:53]#[N:54])[CH:50]=[CH:49][N:48]=4)[C:40](=[O:46])[O:41][C:42]([CH3:45])([CH3:44])[CH3:43])[CH:36]=[C:35]([CH:55]4[CH2:57][CH2:56]4)[CH:34]=3)=[CH:20][C:15]=2[N:14]=[CH:13]1)([C:4]([CH3:7])([CH3:5])[CH3:6])([CH3:2])[CH3:3]. The catalyst class is: 713. (3) Reactant: [H-].[Na+].[C:3](#[N:5])[CH3:4].C[O:7][C:8]([C:10]1[O:11][C:12]([C:15]#[N:16])=[CH:13][CH:14]=1)=O.Cl. Product: [C:3]([CH2:4][C:8]([C:10]1[O:11][C:12]([C:15]#[N:16])=[CH:13][CH:14]=1)=[O:7])#[N:5]. The catalyst class is: 1. (4) Reactant: C(OC([N:8]1[CH2:13][CH2:12][N:11]([C:14]2[N:19]=[C:18]([C:20]3[CH:24]=[CH:23][S:22][CH:21]=3)[N:17]=[CH:16][N:15]=2)[CH2:10][CH2:9]1)=O)(C)(C)C.C(O)(C(F)(F)F)=O. Product: [N:11]1([C:14]2[N:19]=[C:18]([C:20]3[CH:24]=[CH:23][S:22][CH:21]=3)[N:17]=[CH:16][N:15]=2)[CH2:12][CH2:13][NH:8][CH2:9][CH2:10]1. The catalyst class is: 2. (5) Reactant: [NH2:1][CH2:2][C:3]([OH:5])=[O:4].[F:6][C:7]([C:17]([F:20])([F:19])[F:18])([C:13]([F:16])([F:15])[F:14])[CH2:8][CH2:9][C:10](Cl)=[O:11]. Product: [F:6][C:7]([C:17]([F:18])([F:19])[F:20])([C:13]([F:14])([F:16])[F:15])[CH2:8][CH2:9][C:10]([NH:1][CH2:2][C:3]([OH:5])=[O:4])=[O:11]. The catalyst class is: 27. (6) Reactant: [C:1]([O:5][C:6](=[O:22])[N:7]([CH2:14][C:15]1[CH:20]=[CH:19][C:18]([NH2:21])=[CH:17][CH:16]=1)[CH2:8][C:9]1[NH:10][CH:11]=[CH:12][N:13]=1)([CH3:4])([CH3:3])[CH3:2].[NH:23]1[CH:27]=[CH:26][N:25]=[C:24]1[CH2:28][N:29]([CH2:36][C:37]1[CH:45]=[CH:44][C:40]([C:41](O)=[O:42])=[CH:39][CH:38]=1)[CH2:30][C:31]1[NH:32][CH:33]=[CH:34][N:35]=1.C1C=CC2N(O)N=NC=2C=1.N=C=N. Product: [C:1]([O:5][C:6](=[O:22])[N:7]([CH2:14][C:15]1[CH:16]=[CH:17][C:18]([NH:21][C:41](=[O:42])[C:40]2[CH:44]=[CH:45][C:37]([CH2:36][N:29]([CH2:28][C:24]3[NH:23][CH:27]=[CH:26][N:25]=3)[CH2:30][C:31]3[NH:32][CH:33]=[CH:34][N:35]=3)=[CH:38][CH:39]=2)=[CH:19][CH:20]=1)[CH2:8][C:9]1[NH:13][CH:12]=[CH:11][N:10]=1)([CH3:4])([CH3:2])[CH3:3]. The catalyst class is: 3.